From a dataset of CYP3A4 inhibition data for predicting drug metabolism from PubChem BioAssay. Regression/Classification. Given a drug SMILES string, predict its absorption, distribution, metabolism, or excretion properties. Task type varies by dataset: regression for continuous measurements (e.g., permeability, clearance, half-life) or binary classification for categorical outcomes (e.g., BBB penetration, CYP inhibition). Dataset: cyp3a4_veith. (1) The compound is Cc1[nH]n2c(=O)c(C#N)c(-c3ccccc3)nc2c1-c1ccccc1. The result is 0 (non-inhibitor). (2) The compound is CCN(CC)CCOc1ccc(Cc2ccccc2)cc1. The result is 0 (non-inhibitor). (3) The molecule is Cc1ccc(S(=O)(=O)N(CC(=O)N/N=C/c2ccc(F)cc2)c2cccc3cccnc23)cc1. The result is 1 (inhibitor). (4) The result is 0 (non-inhibitor). The molecule is CN(C)[C@@H]1C(=O)C(C(N)=O)=C(O)[C@]2(O)C(=O)C3=C(O)c4c(O)cccc4[C@](C)(O)[C@H]3C[C@@H]12.CS(=O)(=O)O.